This data is from Aqueous solubility values for 9,982 compounds from the AqSolDB database. The task is: Regression/Classification. Given a drug SMILES string, predict its absorption, distribution, metabolism, or excretion properties. Task type varies by dataset: regression for continuous measurements (e.g., permeability, clearance, half-life) or binary classification for categorical outcomes (e.g., BBB penetration, CYP inhibition). For this dataset (solubility_aqsoldb), we predict Y. The molecule is C[NH+]1CC[C@@]23c4c5ccc(O)c4OC2[C@H](O)C=C[C@@H]3[C@@H]1C5.C[NH+]1CC[C@@]23c4c5ccc(O)c4OC2[C@H](O)C=C[C@@H]3[C@@H]1C5.O=S(=O)([O-])[O-]. The Y is -1.02 log mol/L.